This data is from Forward reaction prediction with 1.9M reactions from USPTO patents (1976-2016). The task is: Predict the product of the given reaction. (1) The product is: [Cl:1][C:2]1[CH:7]=[CH:6][CH:5]=[CH:4][C:3]=1[C:8]1[C:12]([C:13]([N:17]2[CH2:22][CH2:21][CH2:20][C@@H:19]([C:23]([OH:26])([CH3:25])[CH3:24])[CH2:18]2)=[O:15])=[CH:11][O:10][N:9]=1. Given the reactants [Cl:1][C:2]1[CH:7]=[CH:6][CH:5]=[CH:4][C:3]=1[C:8]1[C:12]([C:13]([OH:15])=O)=[CH:11][O:10][N:9]=1.Cl.[NH:17]1[CH2:22][CH2:21][CH2:20][C@@H:19]([C:23]([OH:26])([CH3:25])[CH3:24])[CH2:18]1.CCN(CC)CC, predict the reaction product. (2) Given the reactants [F:1][C:2]1[CH:3]=[C:4]([C@@:15]([C:24]2[CH:29]=[CH:28][C:27]([F:30])=[CH:26][CH:25]=2)([NH2:23])[CH2:16][C:17]2[CH:22]=[CH:21][CH:20]=[CH:19][CH:18]=2)[CH:5]=[C:6]([O:8][C:9]([F:14])([F:13])[CH:10]([F:12])[F:11])[CH:7]=1.[C:31]([O-:34])([O-])=O.[K+].[K+].O.C(Cl)(=O)OC(C)=C.[NH2:45][C@H:46]([CH2:53][O:54][CH2:55][C:56]1[CH:61]=[CH:60][CH:59]=[CH:58][CH:57]=1)[C@@H:47]([OH:52])[C:48]([F:51])([F:50])[F:49], predict the reaction product. The product is: [CH2:55]([O:54][CH2:53][C@@H:46]([NH:45][C:31]([NH:23][C@@:15]([C:4]1[CH:5]=[C:6]([O:8][C:9]([F:14])([F:13])[CH:10]([F:12])[F:11])[CH:7]=[C:2]([F:1])[CH:3]=1)([C:24]1[CH:29]=[CH:28][C:27]([F:30])=[CH:26][CH:25]=1)[CH2:16][C:17]1[CH:22]=[CH:21][CH:20]=[CH:19][CH:18]=1)=[O:34])[C@@H:47]([OH:52])[C:48]([F:51])([F:50])[F:49])[C:56]1[CH:61]=[CH:60][CH:59]=[CH:58][CH:57]=1. (3) Given the reactants Cl[C:2]1[N:7]=[C:6]([NH:8][CH2:9][CH2:10][C:11]2[CH:16]=[CH:15][CH:14]=[C:13]([O:17][CH3:18])[CH:12]=2)[C:5]([Cl:19])=[CH:4][N:3]=1.[NH2:20][C:21]1[CH:22]=[C:23]([CH2:27][CH2:28][CH2:29][OH:30])[CH:24]=[CH:25][CH:26]=1.O.C1(C)C=CC(S(O)(=O)=O)=CC=1.C([O-])(O)=O.[Na+], predict the reaction product. The product is: [Cl:19][C:5]1[C:6]([NH:8][CH2:9][CH2:10][C:11]2[CH:16]=[CH:15][CH:14]=[C:13]([O:17][CH3:18])[CH:12]=2)=[N:7][C:2]([NH:20][C:21]2[CH:22]=[C:23]([CH2:27][CH2:28][CH2:29][OH:30])[CH:24]=[CH:25][CH:26]=2)=[N:3][CH:4]=1. (4) Given the reactants [C:1]([CH2:3][CH2:4][O:5][C:6](=[O:21])[C:7](=[CH:11][C:12]1[CH:17]=[CH:16][C:15]([N+:18]([O-:20])=[O:19])=[CH:14][CH:13]=1)[C:8](=O)[CH3:9])#[N:2].[NH2:22]/[C:23](/[CH3:35])=[CH:24]\[C:25]([O:27][CH2:28][C:29]1[CH:34]=[CH:33][CH:32]=[CH:31][CH:30]=1)=[O:26], predict the reaction product. The product is: [CH2:28]([O:27][C:25]([C:24]1[CH:11]([C:12]2[CH:17]=[CH:16][C:15]([N+:18]([O-:20])=[O:19])=[CH:14][CH:13]=2)[C:7]([C:6]([O:5][CH2:4][CH2:3][C:1]#[N:2])=[O:21])=[C:8]([CH3:9])[NH:22][C:23]=1[CH3:35])=[O:26])[C:29]1[CH:34]=[CH:33][CH:32]=[CH:31][CH:30]=1. (5) Given the reactants [CH3:1][S:2][C:3]1[CH:8]=[CH:7][C:6](B(O)O)=[CH:5][CH:4]=1.Br[C:13]1[N:18]=[CH:17][C:16]([OH:19])=[CH:15][CH:14]=1.C([O-])([O-])=O.[Na+].[Na+], predict the reaction product. The product is: [CH3:1][S:2][C:3]1[CH:8]=[CH:7][C:6]([C:13]2[N:18]=[CH:17][C:16]([OH:19])=[CH:15][CH:14]=2)=[CH:5][CH:4]=1. (6) Given the reactants [CH3:1][N:2]([CH3:80])[C:3]([S:5][C:6]1[CH:79]=[CH:78][C:9]([CH2:10][S:11][C:12]2[CH:13]=[C:14]([CH:61]=[C:62]([S:64][CH2:65][C:66]3[CH:71]=[CH:70][C:69]([S:72][C:73](=[O:77])[N:74]([CH3:76])[CH3:75])=[CH:68][CH:67]=3)[CH:63]=2)[CH2:15][S:16][C:17]2[CH:18]=[C:19]([CH:22]=[C:23]([S:25][CH2:26][C:27]3[CH:32]=[C:31]([S:33][CH2:34][C:35]4[CH:40]=[CH:39][C:38]([S:41][C:42](=[O:46])[N:43]([CH3:45])[CH3:44])=[CH:37][CH:36]=4)[CH:30]=[C:29]([S:47][CH2:48][C:49]4[CH:54]=[CH:53][C:52]([S:55][C:56](=[O:60])[N:57]([CH3:59])[CH3:58])=[CH:51][CH:50]=4)[CH:28]=3)[CH:24]=2)[CH2:20]O)=[CH:8][CH:7]=1)=[O:4].C1(P(C2C=CC=CC=2)C2C=CC=CC=2)C=CC=CC=1.C(Cl)(Cl)(Cl)[Cl:101], predict the reaction product. The product is: [CH3:1][N:2]([CH3:80])[C:3]([S:5][C:6]1[CH:79]=[CH:78][C:9]([CH2:10][S:11][C:12]2[CH:13]=[C:14]([CH:61]=[C:62]([S:64][CH2:65][C:66]3[CH:71]=[CH:70][C:69]([S:72][C:73](=[O:77])[N:74]([CH3:76])[CH3:75])=[CH:68][CH:67]=3)[CH:63]=2)[CH2:15][S:16][C:17]2[CH:18]=[C:19]([CH:22]=[C:23]([S:25][CH2:26][C:27]3[CH:32]=[C:31]([S:33][CH2:34][C:35]4[CH:40]=[CH:39][C:38]([S:41][C:42](=[O:46])[N:43]([CH3:45])[CH3:44])=[CH:37][CH:36]=4)[CH:30]=[C:29]([S:47][CH2:48][C:49]4[CH:54]=[CH:53][C:52]([S:55][C:56](=[O:60])[N:57]([CH3:59])[CH3:58])=[CH:51][CH:50]=4)[CH:28]=3)[CH:24]=2)[CH2:20][Cl:101])=[CH:8][CH:7]=1)=[O:4]. (7) Given the reactants C([O:3][C:4](=O)[CH:5]=[C:6]([C:13]1[S:14][CH:15]=[CH:16][C:17]=1[CH3:18])[C:7]1[S:8][CH:9]=[CH:10][C:11]=1[CH3:12])C.CC(C[AlH]CC(C)C)C.[Cl-].[NH4+].C(Cl)Cl, predict the reaction product. The product is: [CH3:12][C:11]1[CH:10]=[CH:9][S:8][C:7]=1[C:6]([C:13]1[S:14][CH:15]=[CH:16][C:17]=1[CH3:18])=[CH:5][CH2:4][OH:3]. (8) Given the reactants C([N:8]([CH2:30][C@@H:31]([C:33]1[CH:42]=[CH:41][C:40]([O:43][CH2:44][C:45]2C=CC=CC=2)=[C:39]2[C:34]=1[CH:35]=[CH:36][C:37](=[O:51])[NH:38]2)[OH:32])[CH2:9][CH2:10][CH2:11][CH2:12][CH2:13][CH2:14][O:15][CH2:16][CH2:17][CH2:18][CH2:19][C:20]1[CH:21]=[C:22]([S:26]([NH2:29])(=[O:28])=[O:27])[CH:23]=[CH:24][CH:25]=1)C1C=CC=CC=1.C([OH:54])C, predict the reaction product. The product is: [C:44]([OH:54])(=[O:43])[CH3:45].[OH:32][C@H:31]([C:33]1[CH:42]=[CH:41][C:40]([OH:43])=[C:39]2[C:34]=1[CH:35]=[CH:36][C:37](=[O:51])[NH:38]2)[CH2:30][NH:8][CH2:9][CH2:10][CH2:11][CH2:12][CH2:13][CH2:14][O:15][CH2:16][CH2:17][CH2:18][CH2:19][C:20]1[CH:21]=[C:22]([S:26]([NH2:29])(=[O:27])=[O:28])[CH:23]=[CH:24][CH:25]=1.